This data is from Catalyst prediction with 721,799 reactions and 888 catalyst types from USPTO. The task is: Predict which catalyst facilitates the given reaction. (1) Reactant: CN1CCOCC1.[OH:8][C@@H:9]1[CH2:13][CH2:12][CH2:11][C@H:10]1[O:14][C:15]1[CH:26]=[CH:25][C:18]([CH:19]=[C:20]([C:23]#[N:24])[C:21]#[N:22])=[CH:17][CH:16]=1.[C:27]([CH2:29][C:30]([NH2:32])=[S:31])#[N:28].Cl. Product: [NH2:24][C:23]1[C:20]([C:21]#[N:22])=[C:19]([C:18]2[CH:25]=[CH:26][C:15]([O:14][C@@H:10]3[CH2:11][CH2:12][CH2:13][C@H:9]3[OH:8])=[CH:16][CH:17]=2)[C:29]([C:27]#[N:28])=[C:30]([SH:31])[N:32]=1. The catalyst class is: 8. (2) Reactant: CN(C(ON1N=NC2C=CC=NC1=2)=[N+](C)C)C.F[P-](F)(F)(F)(F)F.[F:25][C:26]1[CH:31]=[CH:30][C:29]([C:32]2[O:52][C:35]3=[N:36][C:37]([CH2:49][CH2:50][CH3:51])=[C:38]([C:40]4[CH:41]=[C:42]([CH:46]=[CH:47][CH:48]=4)[C:43](O)=[O:44])[CH:39]=[C:34]3[C:33]=2[C:53](=[O:56])[NH:54][CH3:55])=[CH:28][CH:27]=1.Cl.[C:58]12([NH2:63])[CH2:62][CH:60]([CH2:61]1)[CH2:59]2.CCN(C(C)C)C(C)C. Product: [C:58]12([NH:63][C:43]([C:42]3[CH:41]=[C:40]([C:38]4[CH:39]=[C:34]5[C:33]([C:53]([NH:54][CH3:55])=[O:56])=[C:32]([C:29]6[CH:30]=[CH:31][C:26]([F:25])=[CH:27][CH:28]=6)[O:52][C:35]5=[N:36][C:37]=4[CH2:49][CH2:50][CH3:51])[CH:48]=[CH:47][CH:46]=3)=[O:44])[CH2:62][CH:60]([CH2:61]1)[CH2:59]2. The catalyst class is: 3. (3) Reactant: [F:1][C:2]1[CH:3]=[C:4]([CH:6]=[C:7]([F:15])[C:8]=1[N:9]1[CH:13]=[N:12][C:11]([CH3:14])=[N:10]1)[NH2:5].[C:16](N1C=CC=CC1=O)([N:18]1C=CC=CC1=O)=[S:17].N. Product: [F:1][C:2]1[CH:3]=[C:4]([NH:5][C:16]([NH2:18])=[S:17])[CH:6]=[C:7]([F:15])[C:8]=1[N:9]1[CH:13]=[N:12][C:11]([CH3:14])=[N:10]1. The catalyst class is: 4. (4) Reactant: [Li]CCCC.C([Mg]Cl)(C)C.Br[C:12]1[CH:13]=[N:14][CH:15]=[CH:16][CH:17]=1.[C:18]([O:22][CH2:23][CH3:24])(=[O:21])[CH:19]=[O:20].C1(C)C=CC=CC=1. Product: [OH:20][CH:19]([C:12]1[CH:13]=[N:14][CH:15]=[CH:16][CH:17]=1)[C:18]([O:22][CH2:23][CH3:24])=[O:21]. The catalyst class is: 1. (5) Reactant: [NH2:1][C:2]1[CH:7]=[CH:6][C:5]([C:8]2[CH:13]=[CH:12][C:11]([C:14](=[O:30])[CH2:15][CH:16]([CH2:22][CH2:23][C:24]3[CH:29]=[CH:28][CH:27]=[CH:26][CH:25]=3)[C:17]([O:19]CC)=[O:18])=[CH:10][CH:9]=2)=[CH:4][CH:3]=1.[CH3:31][C:32]1[CH:33]=[C:34]([N:39]=[C:40]=[O:41])[CH:35]=[CH:36][C:37]=1[CH3:38].[OH-].[Na+]. Product: [CH3:31][C:32]1[CH:33]=[C:34]([NH:39][C:40]([NH:1][C:2]2[CH:7]=[CH:6][C:5]([C:8]3[CH:9]=[CH:10][C:11]([C:14](=[O:30])[CH2:15][CH:16]([CH2:22][CH2:23][C:24]4[CH:25]=[CH:26][CH:27]=[CH:28][CH:29]=4)[C:17]([OH:19])=[O:18])=[CH:12][CH:13]=3)=[CH:4][CH:3]=2)=[O:41])[CH:35]=[CH:36][C:37]=1[CH3:38]. The catalyst class is: 4. (6) Reactant: [NH:1]1[C:10]2[C:5](=[C:6]([NH:11][C:12](=[O:14])[CH3:13])[CH:7]=[CH:8][CH:9]=2)[CH2:4][CH2:3][CH2:2]1.[C:15](O[C:15](=[O:19])[CH2:16][CH2:17][CH3:18])(=[O:19])[CH2:16][CH2:17][CH3:18].C(N(CC)CC)C. Product: [O:19]=[C:15]([N:1]1[C:10]2[C:5](=[C:6]([NH:11][C:12](=[O:14])[CH3:13])[CH:7]=[CH:8][CH:9]=2)[CH2:4][CH2:3][CH2:2]1)[CH2:16][CH2:17][CH3:18]. The catalyst class is: 2.